From a dataset of Full USPTO retrosynthesis dataset with 1.9M reactions from patents (1976-2016). Predict the reactants needed to synthesize the given product. (1) Given the product [NH2:12][CH2:11][CH2:10][C:9]1[N:8]([CH3:23])[N:7]=[C:6]([C:24]#[N:25])[C:5]=1[Br:4], predict the reactants needed to synthesize it. The reactants are: O.NN.[Br:4][C:5]1[C:6]([C:24]#[N:25])=[N:7][N:8]([CH3:23])[C:9]=1[CH2:10][CH2:11][N:12]1C(=O)C2C(=CC=CC=2)C1=O. (2) Given the product [S:9]1[CH:10]=[CH:11][CH:12]=[C:8]1[C:6]1[N:7]=[C:2]([NH:25][C:26]2[CH:27]=[C:28]([S:32]([CH2:35][CH2:36][OH:37])(=[O:34])=[O:33])[CH:29]=[CH:30][CH:31]=2)[C:3]2[NH:15][N:14]=[CH:13][C:4]=2[N:5]=1, predict the reactants needed to synthesize it. The reactants are: Cl[C:2]1[C:3]2[C:4](=[CH:13][N:14](CC3C=CC(OC)=CC=3)[N:15]=2)[N:5]=[C:6]([C:8]2[S:9][CH:10]=[CH:11][CH:12]=2)[N:7]=1.[NH2:25][C:26]1[CH:27]=[C:28]([S:32]([CH2:35][CH2:36][OH:37])(=[O:34])=[O:33])[CH:29]=[CH:30][CH:31]=1.Cl. (3) Given the product [CH3:27][C:28]1[CH:42]=[CH:41][C:31]([C:16]2[C:11]([C:1]3[CH:2]=[CH:3][C:4]([CH3:21])=[CH:5][CH:10]=3)=[C:12]([CH2:17][OH:18])[CH:13]=[CH:14][CH:15]=2)=[CH:30][CH:29]=1, predict the reactants needed to synthesize it. The reactants are: [C:1]1([C:11]2[CH:16]=[CH:15][CH:14]=[CH:13][C:12]=2[CH2:17][OH:18])[C:10]2[C:5](=CC=CC=2)[CH:4]=[CH:3][CH:2]=1.[Mg].Br[C:21]1C=CC=CC=1.[CH3:27][C:28]1[CH:42]=[CH:41][C:31]([C:27]([C:28]2[CH:42]=[CH:41][C:31](C)=[CH:30][CH:29]=2)=O)=[CH:30][CH:29]=1. (4) Given the product [Cl:1][C:2]1[CH:3]=[C:4]2[C:9](=[CH:10][CH:11]=1)[NH:8][CH2:7][CH2:6][CH2:5]2, predict the reactants needed to synthesize it. The reactants are: [Cl:1][C:2]1[CH:3]=[C:4]2[C:9](=[CH:10][CH:11]=1)[N:8]=[CH:7][CH:6]=[CH:5]2. (5) Given the product [C:51]([C:3]([CH3:7])([C@@H:2]([NH2:1])[CH2:8][CH2:9][CH2:10][CH2:11][CH3:12])[C:4]([OH:6])=[O:5])([O:53][C:54]([CH3:55])([CH3:56])[CH3:57])=[O:52], predict the reactants needed to synthesize it. The reactants are: [NH2:1][C@@H:2]([CH2:8][CH2:9][CH2:10][CH2:11][CH3:12])[CH:3]([CH3:7])[C:4]([OH:6])=[O:5].CCCCC[C@H](NC([C@@H]([C@@H](N)CCCCC)C)=O)CC(N/C(/C(O)=O)=C/C)=O.[OH-].[Na+].[CH3:55][C:54]([O:53][C:51](O[C:51]([O:53][C:54]([CH3:57])([CH3:56])[CH3:55])=[O:52])=[O:52])([CH3:57])[CH3:56]. (6) The reactants are: [NH2:1][CH2:2][C:3]1[C:4]([F:23])=[CH:5][C:6]([Cl:22])=[C:7]([C:9]2[NH:10][C:11](=[O:21])[N:12]([C:14]3[CH:19]=[CH:18][C:17]([Cl:20])=[CH:16][CH:15]=3)[N:13]=2)[CH:8]=1.[C:24](Cl)(=[O:29])[C:25]([CH3:28])([CH3:27])[CH3:26]. Given the product [Cl:22][C:6]1[C:7]([C:9]2[NH:10][C:11](=[O:21])[N:12]([C:14]3[CH:15]=[CH:16][C:17]([Cl:20])=[CH:18][CH:19]=3)[N:13]=2)=[CH:8][C:3]([CH2:2][NH:1][C:24](=[O:29])[C:25]([CH3:28])([CH3:27])[CH3:26])=[C:4]([F:23])[CH:5]=1, predict the reactants needed to synthesize it. (7) The reactants are: [C:1]([O:5][C:6]([N:8]1[CH2:13][CH:12]=[C:11](C2N=CC3C4N(CCOC=3C=2)C=C(C2N(C(C)C)N=CN=2)N=4)[CH2:10][CH2:9]1)=[O:7])([CH3:4])([CH3:3])[CH3:2]. Given the product [C:1]([O:5][C:6]([N:8]1[CH2:13][CH2:12][CH2:11][CH2:10][CH2:9]1)=[O:7])([CH3:4])([CH3:2])[CH3:3], predict the reactants needed to synthesize it. (8) Given the product [NH2:17][C:3]1[CH:4]=[C:5]([NH:8][C:9](=[O:16])[CH2:10][N:11]2[CH:15]=[CH:14][N:13]=[CH:12]2)[CH:6]=[CH:7][C:2]=1[NH2:1], predict the reactants needed to synthesize it. The reactants are: [NH2:1][C:2]1[CH:7]=[CH:6][C:5]([NH:8][C:9](=[O:16])[CH2:10][N:11]2[CH:15]=[CH:14][N:13]=[CH:12]2)=[CH:4][C:3]=1[N+:17]([O-])=O.